Dataset: Reaction yield outcomes from USPTO patents with 853,638 reactions. Task: Predict the reaction yield, written as a fraction of the theoretical maximum amount of product (1.0 means a 100% yield; for example, 0.34 means a 34% yield). (1) The reactants are [OH:1][C:2]12[CH:11]3[CH2:12][C:13]4[C:18]5[C:7]1([CH2:8][CH2:9][N:10]3[CH3:22])[C:6]([CH2:23][OH:24])([O:19][C:17]=5[C:16]([O:20][CH3:21])=[CH:15][CH:14]=4)[C:5](=[O:25])[CH:4]=[CH:3]2. The catalyst is C(O)C. The product is [OH:1][C:2]12[CH:11]3[CH2:12][C:13]4[C:18]5[C:7]1([CH2:8][CH2:9][N:10]3[CH3:22])[C:6]([CH2:23][OH:24])([O:19][C:17]=5[C:16]([O:20][CH3:21])=[CH:15][CH:14]=4)[C:5](=[O:25])[CH2:4][CH2:3]2. The yield is 0.700. (2) The reactants are C(N(CC)CC)C.[N:8]([C:11]1[CH:18]=[CH:17][C:14]([C:15]#[N:16])=[C:13]([C:19]([F:22])([F:21])[F:20])[CH:12]=1)=[C:9]=[S:10].[NH2:23][C:24]1([C:29]#[N:30])[CH2:28][CH2:27][CH2:26][CH2:25]1.ClCCl.CC(C)=O. The catalyst is C1COCC1. The product is [NH:30]=[C:29]1[C:24]2([CH2:28][CH2:27][CH2:26][CH2:25]2)[NH:23][C:9](=[S:10])[N:8]1[C:11]1[CH:18]=[CH:17][C:14]([C:15]#[N:16])=[C:13]([C:19]([F:20])([F:22])[F:21])[CH:12]=1. The yield is 0.730. (3) The reactants are [OH:1][CH2:2][CH:3]1[O:8][CH2:7][CH2:6][N:5](C(OC(C)(C)C)=O)[CH2:4]1.[F:16][C:17]([F:22])([F:21])[C:18]([OH:20])=[O:19]. The catalyst is C(Cl)Cl. The product is [F:16][C:17]([F:22])([F:21])[C:18]([OH:20])=[O:19].[NH:5]1[CH2:6][CH2:7][O:8][CH:3]([CH2:2][OH:1])[CH2:4]1. The yield is 0.940. (4) The reactants are [CH3:1][O:2][C:3]1[CH:8]=[C:7]([CH3:9])[CH:6]=[CH:5][C:4]=1[CH2:10][NH2:11].CCN(CC)CC.Cl[C:20](=[O:26])[C:21]([O:23]CC)=O.[CH3:27][C:28]1[CH:29]=[CH:30][C:31]([CH2:34][CH2:35][NH2:36])=[N:32][CH:33]=1. The catalyst is CC#N. The product is [CH3:1][O:2][C:3]1[CH:8]=[C:7]([CH3:9])[CH:6]=[CH:5][C:4]=1[CH2:10][NH:11][C:21](=[O:23])[C:20]([NH:36][CH2:35][CH2:34][C:31]1[CH:30]=[CH:29][C:28]([CH3:27])=[CH:33][N:32]=1)=[O:26]. The yield is 0.150.